This data is from Reaction yield outcomes from USPTO patents with 853,638 reactions. The task is: Predict the reaction yield, written as a fraction of the theoretical maximum amount of product (1.0 means a 100% yield; for example, 0.34 means a 34% yield). (1) The reactants are [Si:1](Cl)([C:4]([CH3:7])([CH3:6])[CH3:5])([CH3:3])[CH3:2].[CH:9]1([OH:16])[CH2:14][CH2:13][CH:12]([OH:15])[CH2:11][CH2:10]1.N1C=CN=C1. The catalyst is CN(C)C=O.O1CCCC1.[Cl-].[Na+].O. The product is [C:4]([Si:1]([CH3:3])([CH3:2])[O:15][CH:12]1[CH2:13][CH2:14][CH:9]([OH:16])[CH2:10][CH2:11]1)([CH3:7])([CH3:6])[CH3:5]. The yield is 0.660. (2) The reactants are [CH:1]1([C:5]([OH:7])=O)[CH2:4][CH2:3][CH2:2]1.[NH2:8][C@@H:9]1[C@H:13]2[O:14][CH2:15][C@H:16]([NH:17][C:18](=[O:32])[C:19]3[CH:24]=[CH:23][CH:22]=[C:21]([O:25][C:26]4[CH:31]=[CH:30][CH:29]=[CH:28][CH:27]=4)[CH:20]=3)[C@H:12]2[O:11][CH2:10]1. No catalyst specified. The product is [CH:1]1([C:5]([NH:8][C@@H:9]2[C@H:13]3[O:14][CH2:15][C@H:16]([NH:17][C:18](=[O:32])[C:19]4[CH:24]=[CH:23][CH:22]=[C:21]([O:25][C:26]5[CH:27]=[CH:28][CH:29]=[CH:30][CH:31]=5)[CH:20]=4)[C@H:12]3[O:11][CH2:10]2)=[O:7])[CH2:2][CH2:3][CH2:4]1. The yield is 0.389. (3) The reactants are [NH2:1][C:2]1[C:11]2[C:6](=[C:7](Br)[CH:8]=[CH:9][CH:10]=2)[N:5]=[N:4][C:3]=1[C:13]([NH:15][CH:16]1[CH2:18][CH2:17]1)=[O:14].[F:19][C:20]1[CH:25]=[CH:24][CH:23]=[C:22]([O:26][CH3:27])[C:21]=1B(O)O. No catalyst specified. The product is [NH2:1][C:2]1[C:11]2[C:6](=[C:7]([C:21]3[C:22]([O:26][CH3:27])=[CH:23][CH:24]=[CH:25][C:20]=3[F:19])[CH:8]=[CH:9][CH:10]=2)[N:5]=[N:4][C:3]=1[C:13]([NH:15][CH:16]1[CH2:18][CH2:17]1)=[O:14]. The yield is 0.600.